From a dataset of Catalyst prediction with 721,799 reactions and 888 catalyst types from USPTO. Predict which catalyst facilitates the given reaction. Reactant: [Cl:1][C:2]1[CH:12]=[C:11]([F:13])[C:10]([F:14])=[CH:9][C:3]=1[C:4]([N:6]=[C:7]=[O:8])=[O:5].[NH2:15][C:16]1[CH:21]=[CH:20][CH:19]=[CH:18][C:17]=1[CH:22]=[CH:23][C:24]([OH:26])=[O:25]. Product: [Cl:1][C:2]1[CH:12]=[C:11]([F:13])[C:10]([F:14])=[CH:9][C:3]=1[C:4]([NH:6][C:7](=[O:8])[NH:15][C:16]1[CH:21]=[CH:20][CH:19]=[CH:18][C:17]=1[CH:22]=[CH:23][C:24]([OH:26])=[O:25])=[O:5]. The catalyst class is: 10.